From a dataset of Forward reaction prediction with 1.9M reactions from USPTO patents (1976-2016). Predict the product of the given reaction. (1) Given the reactants [C:1]([O:5][C:6]([NH:8][C@@H:9]([CH:15]([CH3:17])[CH3:16])[CH2:10][C:11](OC)=[O:12])=[O:7])([CH3:4])([CH3:3])[CH3:2].[BH4-].[Li+], predict the reaction product. The product is: [C:1]([O:5][C:6]([NH:8][C@@H:9]([CH:15]([CH3:17])[CH3:16])[CH2:10][CH2:11][OH:12])=[O:7])([CH3:4])([CH3:3])[CH3:2]. (2) The product is: [CH3:6][C:2]([C:7]1[CH:12]=[CH:11][C:10]([N+:13]([O-:15])=[O:14])=[CH:9][CH:8]=1)([CH3:1])[C:3]([NH:31][NH:30][C:27](=[O:29])[CH3:28])=[O:5]. Given the reactants [CH3:1][C:2]([C:7]1[CH:12]=[CH:11][C:10]([N+:13]([O-:15])=[O:14])=[CH:9][CH:8]=1)([CH3:6])[C:3]([OH:5])=O.CN(C=O)C.C(Cl)(=O)C(Cl)=O.[C:27]([NH:30][NH2:31])(=[O:29])[CH3:28], predict the reaction product. (3) Given the reactants [NH2:1][C:2]1[S:6][C:5]([S:7]([N:10]2[CH2:15][CH2:14][N:13]([C:16]3[CH:21]=[CH:20][C:19]([C@:22]([OH:28])([CH3:27])[C:23]([F:26])([F:25])[F:24])=[CH:18][CH:17]=3)[C@@H:12]([CH3:29])[CH2:11]2)(=[O:9])=[O:8])=[N:4][N:3]=1.C1N=C(N)C2N=CN([C@@H]3O[C@H](COP(OP(OC[C@H]4O[C@@H](N5C=C(C(N)=O)CC=C5)[C@H](O)[C@@H]4O)(O)=O)(O)=O)[C@@H](O)[C@H]3OP(O)(O)=O)C=2N=1, predict the reaction product. The product is: [NH2:1][C:2]1[S:6][C:5]([S:7]([N:10]2[CH2:15][CH2:14][N:13]([C:16]3[CH:21]=[CH:20][C:19]([C@@:22]([OH:28])([CH3:27])[C:23]([F:25])([F:26])[F:24])=[CH:18][CH:17]=3)[C@@H:12]([CH3:29])[CH2:11]2)(=[O:8])=[O:9])=[N:4][N:3]=1. (4) The product is: [F:1][C:2]1[CH:10]=[C:9]([C:11]([O:13][CH3:14])=[O:12])[CH:8]=[C:7]2[C:3]=1[C:4]([I:17])=[N:5][NH:6]2. Given the reactants [F:1][C:2]1[CH:10]=[C:9]([C:11]([O:13][CH3:14])=[O:12])[CH:8]=[C:7]2[C:3]=1[CH:4]=[N:5][NH:6]2.[OH-].[K+].[I:17]I, predict the reaction product.